Dataset: Forward reaction prediction with 1.9M reactions from USPTO patents (1976-2016). Task: Predict the product of the given reaction. Given the reactants C1(OC)C=CC=CC=1.C(OC(=O)[N:15]([C:25]1[CH:30]=[C:29]([CH:31]([F:33])[F:32])[CH:28]=[C:27]([N:34]2[CH2:39][CH2:38][N:37]([CH:40]3[CH2:43][O:42][CH2:41]3)[CH2:36][CH2:35]2)[C:26]=1[Cl:44])CC1C=CC(OC)=CC=1)(C)(C)C.C(O)(C(F)(F)F)=O, predict the reaction product. The product is: [Cl:44][C:26]1[C:27]([N:34]2[CH2:35][CH2:36][N:37]([CH:40]3[CH2:43][O:42][CH2:41]3)[CH2:38][CH2:39]2)=[CH:28][C:29]([CH:31]([F:33])[F:32])=[CH:30][C:25]=1[NH2:15].